This data is from Reaction yield outcomes from USPTO patents with 853,638 reactions. The task is: Predict the reaction yield, written as a fraction of the theoretical maximum amount of product (1.0 means a 100% yield; for example, 0.34 means a 34% yield). (1) The reactants are P(Cl)(Cl)(Cl)=O.[CH:6]([C:9]1[CH:17]=[C:12]2[CH:13]=[CH:14][CH:15]=[CH:16][N:11]2[N:10]=1)([CH3:8])[CH3:7].[OH-].[Na+].CN([CH:23]=[O:24])C. No catalyst specified. The product is [CH:6]([C:9]1[C:17]([CH:23]=[O:24])=[C:12]2[CH:13]=[CH:14][CH:15]=[CH:16][N:11]2[N:10]=1)([CH3:8])[CH3:7]. The yield is 0.820. (2) The reactants are [CH3:1][C:2]1[C:6]([CH2:7][N:8]2[CH:12]=[C:11]([NH2:13])[CH:10]=[N:9]2)=[C:5]([CH3:14])[O:4][N:3]=1.[Cl:15][CH2:16][CH2:17][N:18]=[C:19]=[O:20]. The catalyst is C(#N)C. The product is [Cl:15][CH2:16][CH2:17][NH:18][C:19]([NH:13][C:11]1[CH:10]=[N:9][N:8]([CH2:7][C:6]2[C:2]([CH3:1])=[N:3][O:4][C:5]=2[CH3:14])[CH:12]=1)=[O:20]. The yield is 0.400. (3) The yield is 0.660. The reactants are [Cl:1][C:2]1[N:7]=[C:6]([C:8]2[NH:9][C:10]3[C:15]([CH:16]=2)=[C:14]([F:17])[CH:13]=[CH:12][CH:11]=3)[C:5]([NH2:18])=[CH:4][CH:3]=1.[CH3:19][O:20][C:21](OC)([O:26]C)[C:22](OC)=O.Cl. The catalyst is O1CCOCC1. The product is [Cl:1][C:2]1[CH:3]=[CH:4][C:5]2[N:18]=[C:22]([C:21]([O:20][CH3:19])=[O:26])[N:9]3[C:10]4[CH:11]=[CH:12][CH:13]=[C:14]([F:17])[C:15]=4[CH:16]=[C:8]3[C:6]=2[N:7]=1. (4) The catalyst is CN(C=O)C.C(OCC)(=O)C. The product is [Cl:1][C:2]1[CH:3]=[C:4]([CH:7]=[C:8]([Cl:22])[C:9]=1[O:10][C:11]1[CH:16]=[CH:15][C:14]([O:17][CH3:18])=[C:13]([CH:19]([CH3:21])[CH3:20])[CH:12]=1)[CH2:5][P:26](=[O:30])([O:27][CH2:28][CH3:29])[O:25][CH2:23][CH3:24]. The reactants are [Cl:1][C:2]1[CH:3]=[C:4]([CH:7]=[C:8]([Cl:22])[C:9]=1[O:10][C:11]1[CH:16]=[CH:15][C:14]([O:17][CH3:18])=[C:13]([CH:19]([CH3:21])[CH3:20])[CH:12]=1)[CH2:5]Br.[CH2:23]([O:25][P:26]([O:30]CC)[O:27][CH2:28][CH3:29])[CH3:24]. The yield is 0.850.